Task: Predict which catalyst facilitates the given reaction.. Dataset: Catalyst prediction with 721,799 reactions and 888 catalyst types from USPTO (1) Reactant: [C:1]([O:5][C:6]([NH:8][CH2:9][CH2:10][CH2:11][NH:12][C:13]1[CH:14]=[C:15]([CH:20]=[CH:21][C:22]=1[N+:23]([O-])=O)[C:16]([O:18][CH3:19])=[O:17])=[O:7])([CH3:4])([CH3:3])[CH3:2]. Product: [NH2:23][C:22]1[CH:21]=[CH:20][C:15]([C:16]([O:18][CH3:19])=[O:17])=[CH:14][C:13]=1[NH:12][CH2:11][CH2:10][CH2:9][NH:8][C:6]([O:5][C:1]([CH3:4])([CH3:3])[CH3:2])=[O:7]. The catalyst class is: 407. (2) Reactant: Br[C:2]1[CH:3]=[C:4]([N+:9]([O-:11])=[O:10])[C:5]([NH2:8])=[N:6][CH:7]=1.[CH3:12][C:13]([O:16][C:17]([N:19]1[CH2:25][C:24]2[CH:26]=[C:27](B(O)O)[CH:28]=[CH:29][C:23]=2[O:22][CH2:21][CH2:20]1)=[O:18])([CH3:15])[CH3:14].C(=O)([O-])[O-].[Cs+].[Cs+]. The catalyst class is: 38. Product: [NH2:8][C:5]1[N:6]=[CH:7][C:2]([C:27]2[CH:28]=[CH:29][C:23]3[O:22][CH2:21][CH2:20][N:19]([C:17]([O:16][C:13]([CH3:14])([CH3:12])[CH3:15])=[O:18])[CH2:25][C:24]=3[CH:26]=2)=[CH:3][C:4]=1[N+:9]([O-:11])=[O:10]. (3) Reactant: Cl[C:2]1[C:11]2[C:6](=[C:7]([C:12]([O:14][CH3:15])=[O:13])[CH:8]=[CH:9][CH:10]=2)[N:5]=[CH:4][N:3]=1.C(N(CC)C(C)C)(C)C.Cl.[N+:26]([C:29]1[CH:30]=[C:31]([C@H:35]([NH2:37])[CH3:36])[CH:32]=[CH:33][CH:34]=1)([O-:28])=[O:27].O. Product: [N+:26]([C:29]1[CH:30]=[C:31]([C@H:35]([NH:37][C:2]2[C:11]3[C:6](=[C:7]([C:12]([O:14][CH3:15])=[O:13])[CH:8]=[CH:9][CH:10]=3)[N:5]=[CH:4][N:3]=2)[CH3:36])[CH:32]=[CH:33][CH:34]=1)([O-:28])=[O:27]. The catalyst class is: 10. (4) Reactant: [CH3:1][O:2][CH2:3][C:4]1[CH:5]=[C:6]([N:13]2[CH2:18][CH2:17][O:16][CH2:15][CH2:14]2)[CH:7]=[C:8]([N+:10]([O-])=O)[CH:9]=1.[H][H]. Product: [CH3:1][O:2][CH2:3][C:4]1[CH:9]=[C:8]([CH:7]=[C:6]([N:13]2[CH2:18][CH2:17][O:16][CH2:15][CH2:14]2)[CH:5]=1)[NH2:10]. The catalyst class is: 865. (5) Reactant: [C:1]1([C:26]2[CH:31]=[CH:30][CH:29]=[CH:28][CH:27]=2)[CH:6]=[CH:5][CH:4]=[C:3]([C:7]2[O:8][C:9]([CH3:25])=[C:10]([CH2:12][CH2:13][O:14]S(C3C=CC(C)=CC=3)(=O)=O)[N:11]=2)[CH:2]=1.[CH2:32]([O:34][C:35](=[O:47])[C:36]([O:39][C:40]1[CH:45]=[CH:44][CH:43]=[C:42](O)[CH:41]=1)([CH3:38])[CH3:37])[CH3:33].C([O-])([O-])=O.[Cs+].[Cs+]. Product: [CH2:32]([O:34][C:35](=[O:47])[C:36]([O:39][C:40]1[CH:45]=[CH:44][CH:43]=[C:42]([O:14][CH2:13][CH2:12][C:10]2[N:11]=[C:7]([C:3]3[CH:2]=[C:1]([C:26]4[CH:31]=[CH:30][CH:29]=[CH:28][CH:27]=4)[CH:6]=[CH:5][CH:4]=3)[O:8][C:9]=2[CH3:25])[CH:41]=1)([CH3:38])[CH3:37])[CH3:33]. The catalyst class is: 3. (6) Reactant: [CH3:1][C:2]1[N:3]=[C:4]([C:7]([O:9][CH2:10][CH3:11])=[O:8])[NH:5][CH:6]=1.C1C(=O)N([I:19])C(=O)C1. Product: [I:19][C:6]1[NH:5][C:4]([C:7]([O:9][CH2:10][CH3:11])=[O:8])=[N:3][C:2]=1[CH3:1]. The catalyst class is: 23.